The task is: Predict the product of the given reaction.. This data is from Forward reaction prediction with 1.9M reactions from USPTO patents (1976-2016). Given the reactants [F:1][C:2]1[CH:7]=[CH:6][C:5]([C:8](=[C:16]2[CH2:21][C:20]([CH3:23])([CH3:22])[CH2:19][C:18]([CH3:25])([CH3:24])[CH2:17]2)[C:9]2[CH:14]=[CH:13][C:12]([OH:15])=[CH:11][CH:10]=2)=[CH:4][CH:3]=1.CCN(CC)CC.[F:33][C:34]([F:47])([F:46])[S:35](O[S:35]([C:34]([F:47])([F:46])[F:33])(=[O:37])=[O:36])(=[O:37])=[O:36], predict the reaction product. The product is: [F:33][C:34]([F:47])([F:46])[S:35]([O:15][C:12]1[CH:13]=[CH:14][C:9]([C:8]([C:5]2[CH:4]=[CH:3][C:2]([F:1])=[CH:7][CH:6]=2)=[C:16]2[CH2:17][C:18]([CH3:25])([CH3:24])[CH2:19][C:20]([CH3:23])([CH3:22])[CH2:21]2)=[CH:10][CH:11]=1)(=[O:37])=[O:36].